This data is from Full USPTO retrosynthesis dataset with 1.9M reactions from patents (1976-2016). The task is: Predict the reactants needed to synthesize the given product. (1) Given the product [Cl:1][C:2]1[CH:3]=[C:4]2[C:8](=[CH:9][CH:10]=1)[N:7]([S:11]([C:14]1[CH:19]=[CH:18][C:17]([O:20][CH3:21])=[CH:16][C:15]=1[O:22][C:23]([F:25])([F:26])[F:24])(=[O:12])=[O:13])[C:6](=[O:27])[C:5]2([N:39]1[CH2:48][C@H:47]([OH:49])[CH2:46][C@H:40]1[C:41]([N:43]([CH3:45])[CH3:44])=[O:42])[C:28]1[CH:33]=[C:32]([CH2:34][CH2:35][N:54]2[CH2:55][CH2:56][N:51]([CH3:50])[CH2:52][CH2:53]2)[CH:31]=[CH:30][C:29]=1[O:37][CH3:38], predict the reactants needed to synthesize it. The reactants are: [Cl:1][C:2]1[CH:3]=[C:4]2[C:8](=[CH:9][CH:10]=1)[N:7]([S:11]([C:14]1[CH:19]=[CH:18][C:17]([O:20][CH3:21])=[CH:16][C:15]=1[O:22][C:23]([F:26])([F:25])[F:24])(=[O:13])=[O:12])[C:6](=[O:27])[C:5]2([N:39]1[CH2:48][C@H:47]([OH:49])[CH2:46][C@H:40]1[C:41]([N:43]([CH3:45])[CH3:44])=[O:42])[C:28]1[CH:33]=[C:32]([CH2:34][CH:35]=O)[CH:31]=[CH:30][C:29]=1[O:37][CH3:38].[CH3:50][N:51]1[CH2:56][CH2:55][NH:54][CH2:53][CH2:52]1. (2) Given the product [C:20]1([CH2:30][N:4]2[CH2:3][CH2:2][N:1]([C:7]3[CH:8]=[CH:9][C:10]4[N:11]([C:13]([C:16]([F:17])([F:18])[F:19])=[N:14][N:15]=4)[N:12]=3)[CH2:6][CH2:5]2)[C:29]2[C:24](=[CH:25][CH:26]=[CH:27][CH:28]=2)[CH:23]=[CH:22][CH:21]=1, predict the reactants needed to synthesize it. The reactants are: [N:1]1([C:7]2[CH:8]=[CH:9][C:10]3[N:11]([C:13]([C:16]([F:19])([F:18])[F:17])=[N:14][N:15]=3)[N:12]=2)[CH2:6][CH2:5][NH:4][CH2:3][CH2:2]1.[C:20]1([CH:30]=O)[C:29]2[C:24](=[CH:25][CH:26]=[CH:27][CH:28]=2)[CH:23]=[CH:22][CH:21]=1.